Predict the product of the given reaction. From a dataset of Forward reaction prediction with 1.9M reactions from USPTO patents (1976-2016). (1) Given the reactants [C:1]([C:4]1[CH:5]=[N:6][N:7]2[C:12]([C:13]3[CH:18]=[CH:17][C:16]([Cl:19])=[CH:15][C:14]=3[F:20])=[C:11]([C:21]3[CH:26]=[CH:25][CH:24]=[CH:23][C:22]=3[Cl:27])[CH:10]=[N:9][C:8]=12)(O)=[O:2].[NH2:28][C:29]1([C:37]([O:39][CH3:40])=[O:38])[CH2:34][CH2:33][S:32](=[O:36])(=[O:35])[CH2:31][CH2:30]1, predict the reaction product. The product is: [Cl:19][C:16]1[CH:17]=[CH:18][C:13]([C:12]2[N:7]3[N:6]=[CH:5][C:4]([C:1](=[O:2])[NH:28][C:29]4([C:37]([O:39][CH3:40])=[O:38])[CH2:34][CH2:33][S:32](=[O:36])(=[O:35])[CH2:31][CH2:30]4)=[C:8]3[N:9]=[CH:10][C:11]=2[C:21]2[CH:26]=[CH:25][CH:24]=[CH:23][C:22]=2[Cl:27])=[C:14]([F:20])[CH:15]=1. (2) Given the reactants [Cl:1][C:2]1[CH:3]=[C:4]2[C:9](=[CH:10][CH:11]=1)[N:8]=[C:7](O)[CH:6]=[C:5]2[C:13]([OH:15])=O.CN(C=O)C.S(Cl)([Cl:23])=O.[N:25]1([CH2:30][CH2:31][NH2:32])[CH2:29][CH2:28][CH2:27][CH2:26]1, predict the reaction product. The product is: [Cl:23][C:7]1[CH:6]=[C:5]([C:13]([NH:32][CH2:31][CH2:30][N:25]2[CH2:29][CH2:28][CH2:27][CH2:26]2)=[O:15])[C:4]2[C:9](=[CH:10][CH:11]=[C:2]([Cl:1])[CH:3]=2)[N:8]=1. (3) Given the reactants [Cl:1][C:2]1[C:30]([O:31][CH3:32])=[CH:29][C:5]([NH:6][C:7]2[C:16]3[C:11](=[CH:12][C:13]4[CH:20]=[C:19]([O:21][CH2:22][CH2:23]Cl)[C:18]([O:25][CH3:26])=[CH:17][C:14]=4[CH:15]=3)[N:10]=[CH:9][C:8]=2[C:27]#[N:28])=[C:4]([CH3:33])[CH:3]=1.[Cl:34][C:35]1[C:63]([O:64][CH3:65])=[CH:62][C:38]([NH:39][C:40]2[C:49]3[C:44](=[CH:45][C:46]4[CH:53]=[C:52]([O:54][CH3:55])[C:51]([O:56][CH2:57][CH2:58]Cl)=[CH:50][C:47]=4[CH:48]=3)[N:43]=[CH:42][C:41]=2[C:60]#[N:61])=[C:37]([CH3:66])[CH:36]=1.C([O-])(=O)C.[Na+].[NH:72]1[CH2:77][CH2:76][O:75][CH2:74][CH2:73]1, predict the reaction product. The product is: [Cl:1][C:2]1[C:30]([O:31][CH3:32])=[CH:29][C:5]([NH:6][C:7]2[C:16]3[C:11](=[CH:12][C:13]4[CH:20]=[C:19]([O:21][CH2:22][CH2:23][N:72]5[CH2:77][CH2:76][O:75][CH2:74][CH2:73]5)[C:18]([O:25][CH3:26])=[CH:17][C:14]=4[CH:15]=3)[N:10]=[CH:9][C:8]=2[C:27]#[N:28])=[C:4]([CH3:33])[CH:3]=1.[Cl:34][C:35]1[C:63]([O:64][CH3:65])=[CH:62][C:38]([NH:39][C:40]2[C:49]3[C:44](=[CH:45][C:46]4[CH:53]=[C:52]([O:54][CH3:55])[C:51]([O:56][CH2:57][CH2:58][N:72]5[CH2:77][CH2:76][O:75][CH2:74][CH2:73]5)=[CH:50][C:47]=4[CH:48]=3)[N:43]=[CH:42][C:41]=2[C:60]#[N:61])=[C:37]([CH3:66])[CH:36]=1.